Dataset: Catalyst prediction with 721,799 reactions and 888 catalyst types from USPTO. Task: Predict which catalyst facilitates the given reaction. (1) Reactant: [H-].[Na+].[F:3][C:4]([F:9])([F:8])[C@H:5]([OH:7])[CH3:6].F[C:11]1[CH:16]=[CH:15][C:14]([N+:17]([O-])=O)=[CH:13][CH:12]=1. Product: [F:3][C:4]([F:9])([F:8])[C@@H:5]([CH3:6])[O:7][C:11]1[CH:16]=[CH:15][C:14]([NH2:17])=[CH:13][CH:12]=1. The catalyst class is: 3. (2) Reactant: [NH:1]1[CH:5]=[C:4](/[CH:6]=[C:7]2\[CH2:8][N:9]([C:14]([C:27]3[CH:32]=[CH:31][CH:30]=[CH:29][CH:28]=3)([C:21]3[CH:26]=[CH:25][CH:24]=[CH:23][CH:22]=3)[C:15]3[CH:20]=[CH:19][CH:18]=[CH:17][CH:16]=3)[CH2:10][CH2:11][CH:12]\2[OH:13])[CH:3]=[N:2]1.Br[CH2:34][C:35]([O:37][CH3:38])=[O:36].C(=O)([O-])[O-].[K+].[K+].[I-].[K+]. Product: [CH3:38][O:37][C:35]([CH2:34][N:1]1[CH:5]=[C:4](/[CH:6]=[C:7]2\[CH2:8][N:9]([C:14]([C:21]3[CH:22]=[CH:23][CH:24]=[CH:25][CH:26]=3)([C:15]3[CH:20]=[CH:19][CH:18]=[CH:17][CH:16]=3)[C:27]3[CH:32]=[CH:31][CH:30]=[CH:29][CH:28]=3)[CH2:10][CH2:11][CH:12]\2[OH:13])[CH:3]=[N:2]1)=[O:36]. The catalyst class is: 35. (3) Reactant: [Cl:1][C:2]1[N:7]=[C:6](C=O)[CH:5]=[N:4][CH:3]=1.[CH:10](OC)([O:13][CH3:14])[O:11][CH3:12].C([O-])(O)=O.[Na+].CCOCC. Product: [Cl:1][C:2]1[CH:3]=[N:4][CH:5]=[C:6]([CH:10]([O:13][CH3:14])[O:11][CH3:12])[N:7]=1. The catalyst class is: 5. (4) Reactant: [Li+].C[Si]([N-][Si](C)(C)C)(C)C.[C:11]1(=[O:20])[C:19]2[C:14](=[CH:15][CH:16]=[CH:17][CH:18]=2)[CH2:13][CH2:12]1.[C:21](C(OCC(F)(F)F)=O)(F)(F)F.[NH4+].[Cl-]. Product: [CH2:21]=[C:12]1[CH2:13][C:14]2[C:19](=[CH:18][CH:17]=[CH:16][CH:15]=2)[C:11]1=[O:20]. The catalyst class is: 1. (5) The catalyst class is: 11. Reactant: [O:1]=[C:2](Cl)OC(Cl)(Cl)Cl.[Cl:9][C:10]1[CH:16]=[CH:15][C:13]([NH2:14])=[CH:12][C:11]=1[C:17]([F:20])([F:19])[F:18]. Product: [Cl:9][C:10]1[CH:16]=[CH:15][C:13]([N:14]=[C:2]=[O:1])=[CH:12][C:11]=1[C:17]([F:18])([F:19])[F:20]. (6) Reactant: [Li]CCCC.Br[C:7]1[S:11][CH:10]=[N:9][C:8]=1[O:12][CH2:13][CH:14]1[CH2:16][O:15]1.[CH3:17][CH:18]([Si:20](Cl)([CH:24]([CH3:26])[CH3:25])[CH:21]([CH3:23])[CH3:22])[CH3:19]. Product: [CH:18]([Si:20]([CH:24]([CH3:26])[CH3:25])([CH:21]([CH3:23])[CH3:22])[C:10]1[S:11][C:7]2[CH:14]([CH2:16][OH:15])[CH2:13][O:12][C:8]=2[N:9]=1)([CH3:19])[CH3:17]. The catalyst class is: 1.